This data is from Reaction yield outcomes from USPTO patents with 853,638 reactions. The task is: Predict the reaction yield, written as a fraction of the theoretical maximum amount of product (1.0 means a 100% yield; for example, 0.34 means a 34% yield). (1) No catalyst specified. The reactants are [Cl:1][C:2]1[CH:3]=[C:4]([CH:7]=[CH:8][C:9]=1[O:10][CH2:11][CH2:12][CH2:13][N:14]1[CH2:20][CH2:19][CH2:18][N:17]([CH3:21])[CH2:16][CH2:15]1)[CH:5]=O.[C:22]([C:26]1[CH:27]=[C:28]([NH2:33])[C:29]([NH2:32])=[CH:30][CH:31]=1)([CH3:25])([CH3:24])[CH3:23]. The yield is 0.340. The product is [C:22]([C:26]1[CH:31]=[CH:30][C:29]2[NH:32][C:5]([C:4]3[CH:7]=[CH:8][C:9]([O:10][CH2:11][CH2:12][CH2:13][N:14]4[CH2:20][CH2:19][CH2:18][N:17]([CH3:21])[CH2:16][CH2:15]4)=[C:2]([Cl:1])[CH:3]=3)=[N:33][C:28]=2[CH:27]=1)([CH3:25])([CH3:23])[CH3:24]. (2) The reactants are [C:1](OC(=O)C)(=[O:3])[CH3:2].C(N(CC)CC)C.[S:15]1[CH:19]=[CH:18][C:17]2[C:20]([N:24]3[CH2:29][CH2:28][N:27]([CH2:30][CH2:31][CH2:32][O:33][C:34]4[N:38]([CH3:39])[N:37]=[C:36]([NH2:40])[CH:35]=4)[CH2:26][CH2:25]3)=[CH:21][CH:22]=[CH:23][C:16]1=2.C(=O)([O-])[O-].[K+].[K+]. The catalyst is ClCCl. The product is [S:15]1[CH:19]=[CH:18][C:17]2[C:20]([N:24]3[CH2:25][CH2:26][N:27]([CH2:30][CH2:31][CH2:32][O:33][C:34]4[N:38]([CH3:39])[N:37]=[C:36]([NH:40][C:1](=[O:3])[CH3:2])[CH:35]=4)[CH2:28][CH2:29]3)=[CH:21][CH:22]=[CH:23][C:16]1=2. The yield is 0.890.